From a dataset of Catalyst prediction with 721,799 reactions and 888 catalyst types from USPTO. Predict which catalyst facilitates the given reaction. (1) Reactant: [CH2:1]([O:3][C:4]([N:6]1[C:15]2[C:10](=[CH:11][C:12]([C:16]([F:19])([F:18])[F:17])=[CH:13][CH:14]=2)[C@H:9]([NH:20][CH2:21][C:22]2[CH:27]=[C:26]([C:28]([F:31])([F:30])[F:29])[CH:25]=[C:24]([C:32]([F:35])([F:34])[F:33])[CH:23]=2)[CH2:8][C@@H:7]1[CH2:36][CH3:37])=[O:5])[CH3:2].N1C=CC=CC=1.Cl[C:45]([O:47][CH3:48])=[O:46]. Product: [CH2:1]([O:3][C:4]([N:6]1[C:15]2[C:10](=[CH:11][C:12]([C:16]([F:17])([F:18])[F:19])=[CH:13][CH:14]=2)[C@H:9]([N:20]([CH2:21][C:22]2[CH:27]=[C:26]([C:28]([F:29])([F:30])[F:31])[CH:25]=[C:24]([C:32]([F:35])([F:33])[F:34])[CH:23]=2)[C:45]([O:47][CH3:48])=[O:46])[CH2:8][C@@H:7]1[CH2:36][CH3:37])=[O:5])[CH3:2]. The catalyst class is: 4. (2) Reactant: C([Li])CCC.[Br:6][C:7]1[N:8]=[C:9]([C:28]2[CH:33]=[CH:32][CH:31]=[CH:30][CH:29]=2)[N:10]([CH2:13][C:14]([N:16]2[CH2:21][CH2:20][N:19]([C:22]3[N:27]=[CH:26][CH:25]=[CH:24][N:23]=3)[CH2:18][CH2:17]2)=[O:15])[C:11]=1Br.O. Product: [Br:6][C:7]1[N:8]=[C:9]([C:28]2[CH:33]=[CH:32][CH:31]=[CH:30][CH:29]=2)[N:10]([CH2:13][C:14]([N:16]2[CH2:17][CH2:18][N:19]([C:22]3[N:27]=[CH:26][CH:25]=[CH:24][N:23]=3)[CH2:20][CH2:21]2)=[O:15])[CH:11]=1. The catalyst class is: 1. (3) Reactant: F[P-](F)(F)(F)(F)F.[N:8]1(O[P+](N(C)C)(N(C)C)N(C)C)[C:12]2[CH:13]=CC=C[C:11]=2N=N1.[I:28][C:29]1[C:37]2[C:32](=[CH:33][CH:34]=[C:35]([C:38]3[O:42][C:41](=O)[NH:40][N:39]=3)[CH:36]=2)[N:31]([S:44]([C:47]2[CH:53]=[CH:52][C:50]([CH3:51])=[CH:49][CH:48]=2)(=[O:46])=[O:45])[CH:30]=1.CC(N)C.C(N(C(C)C)CC)(C)C. Product: [I:28][C:29]1[C:37]2[C:32](=[CH:33][CH:34]=[C:35]([C:38]3[O:42][C:41]([NH:8][CH:12]([CH3:13])[CH3:11])=[N:40][N:39]=3)[CH:36]=2)[N:31]([S:44]([C:47]2[CH:48]=[CH:49][C:50]([CH3:51])=[CH:52][CH:53]=2)(=[O:45])=[O:46])[CH:30]=1. The catalyst class is: 18. (4) Reactant: [CH3:1][O:2][C:3](=[O:15])[C:4]([C:7]1[CH:12]=[CH:11][C:10]([CH2:13]Br)=[CH:9][CH:8]=1)([CH3:6])[CH3:5].C(=O)(O)[O-:17].[Na+]. Product: [CH3:1][O:2][C:3](=[O:15])[C:4]([C:7]1[CH:12]=[CH:11][C:10]([CH:13]=[O:17])=[CH:9][CH:8]=1)([CH3:6])[CH3:5]. The catalyst class is: 16. (5) Reactant: [NH:1]1[CH2:6][CH2:5][NH:4][CH2:3][CH2:2]1.[CH3:7][C:8]([O:11][C:12](O[C:12]([O:11][C:8]([CH3:10])([CH3:9])[CH3:7])=[O:13])=[O:13])([CH3:10])[CH3:9]. Product: [N:1]1([C:12]([O:11][C:8]([CH3:10])([CH3:9])[CH3:7])=[O:13])[CH2:6][CH2:5][NH:4][CH2:3][CH2:2]1. The catalyst class is: 2.